Dataset: Forward reaction prediction with 1.9M reactions from USPTO patents (1976-2016). Task: Predict the product of the given reaction. The product is: [NH:15]1[CH2:16][CH2:17][CH2:18][C@H:13]([NH:12][C:10]([C:9]2[CH:8]=[C:7]([N:26]3[CH2:27][CH2:28][CH2:29][CH2:30][CH2:31]3)[S:6][C:5]=2[NH:4][C:2]([NH2:1])=[O:3])=[O:11])[CH2:14]1. Given the reactants [NH2:1][C:2]([NH:4][C:5]1[S:6][C:7]([N:26]2[CH2:31][CH2:30][CH2:29][CH2:28][CH2:27]2)=[CH:8][C:9]=1[C:10]([NH:12][C@H:13]1[CH2:18][CH2:17][CH2:16][N:15](C(OC(C)(C)C)=O)[CH2:14]1)=[O:11])=[O:3].Cl, predict the reaction product.